Dataset: Full USPTO retrosynthesis dataset with 1.9M reactions from patents (1976-2016). Task: Predict the reactants needed to synthesize the given product. Given the product [CH2:1]([C:3]1([C:35]([OH:37])=[O:36])[CH2:8][CH2:7][N:6]([C:9]2[S:10][C:11]([C:14]3[CH:15]=[C:16]([C:29]4[CH:34]=[CH:33][CH:32]=[CH:31][N:30]=4)[C:17]4[S:21][C:20]([NH:22][C:23](=[O:27])[NH:24][CH2:25][CH3:26])=[N:19][C:18]=4[CH:28]=3)=[CH:12][N:13]=2)[CH2:5][CH2:4]1)[CH3:2], predict the reactants needed to synthesize it. The reactants are: [CH2:1]([C:3]1([C:35]([O:37]CC)=[O:36])[CH2:8][CH2:7][N:6]([C:9]2[S:10][C:11]([C:14]3[CH:15]=[C:16]([C:29]4[CH:34]=[CH:33][CH:32]=[CH:31][N:30]=4)[C:17]4[S:21][C:20]([NH:22][C:23](=[O:27])[NH:24][CH2:25][CH3:26])=[N:19][C:18]=4[CH:28]=3)=[CH:12][N:13]=2)[CH2:5][CH2:4]1)[CH3:2].[OH-].[Na+].